This data is from NCI-60 drug combinations with 297,098 pairs across 59 cell lines. The task is: Regression. Given two drug SMILES strings and cell line genomic features, predict the synergy score measuring deviation from expected non-interaction effect. Drug 1: C1=CC(=C2C(=C1NCCNCCO)C(=O)C3=C(C=CC(=C3C2=O)O)O)NCCNCCO. Drug 2: CC1OCC2C(O1)C(C(C(O2)OC3C4COC(=O)C4C(C5=CC6=C(C=C35)OCO6)C7=CC(=C(C(=C7)OC)O)OC)O)O. Cell line: NCI-H522. Synergy scores: CSS=54.3, Synergy_ZIP=-2.42, Synergy_Bliss=-0.0340, Synergy_Loewe=0.483, Synergy_HSA=6.16.